From a dataset of Catalyst prediction with 721,799 reactions and 888 catalyst types from USPTO. Predict which catalyst facilitates the given reaction. (1) Reactant: [Br:1][C:2]1[N:3]=[C:4]2[C:10]([C:11]([OH:13])=O)=[CH:9][N:8]([CH2:14][O:15][CH2:16][CH2:17][Si:18]([CH3:21])([CH3:20])[CH3:19])[C:5]2=[N:6][CH:7]=1.[CH:22]1([CH:25]([NH2:27])[CH3:26])[CH2:24][CH2:23]1.CN(C)CCCN=C=NCC. Product: [CH:22]1([CH:25]([NH:27][C:11]([C:10]2[C:4]3[C:5](=[N:6][CH:7]=[C:2]([Br:1])[N:3]=3)[N:8]([CH2:14][O:15][CH2:16][CH2:17][Si:18]([CH3:21])([CH3:20])[CH3:19])[CH:9]=2)=[O:13])[CH3:26])[CH2:24][CH2:23]1. The catalyst class is: 119. (2) Reactant: Cl.[NH2:2][C:3]1[N:4]=[C:5]([C:22]2[CH:27]=[CH:26][C:25]([Cl:28])=[CH:24][C:23]=2[Cl:29])[C:6]2[CH:11]=[C:10]([C:12](=O)[CH2:13][CH2:14][CH:15]3OCC=CO3)[S:9][C:7]=2[N:8]=1.C([O-])(=O)C.[NH4+:34].O. Product: [Cl:29][C:23]1[CH:24]=[C:25]([Cl:28])[CH:26]=[CH:27][C:22]=1[C:5]1[C:6]2[CH:11]=[C:10]([C:12]3[NH:34][CH:15]=[CH:14][CH:13]=3)[S:9][C:7]=2[N:8]=[C:3]([NH2:2])[N:4]=1. The catalyst class is: 12.